Dataset: Full USPTO retrosynthesis dataset with 1.9M reactions from patents (1976-2016). Task: Predict the reactants needed to synthesize the given product. (1) Given the product [CH3:1][O:2][C:3]1[CH:8]=[CH:7][CH:6]=[C:5]([O:9][CH3:10])[C:4]=1[C:24]1[CH:23]=[C:22]2[C:17](=[CH:16][CH:15]=1)[C:18]([CH3:28])([CH3:27])[CH2:19][CH2:20][C:21]2([CH3:26])[CH3:25], predict the reactants needed to synthesize it. The reactants are: [CH3:1][O:2][C:3]1[CH:8]=[CH:7][CH:6]=[C:5]([O:9][CH3:10])[C:4]=1B(O)O.Br[C:15]1[CH:16]=[C:17]2[C:22](=[CH:23][CH:24]=1)[C:21]([CH3:26])([CH3:25])[CH2:20][CH2:19][C:18]2([CH3:28])[CH3:27].C(=O)([O-])[O-].[K+].[K+]. (2) Given the product [Cl:1][C:2]([Cl:7])([Cl:6])[C:3]([NH:12][C@@H:11]1[C@@H:13]([OH:14])[C@H:15]([OH:16])[C@@H:17]([CH2:19][OH:20])[O:18][CH:10]1[OH:9])=[O:4], predict the reactants needed to synthesize it. The reactants are: [Cl:1][C:2]([Cl:7])([Cl:6])[C:3](Cl)=[O:4].Cl.[OH:9][CH:10]1[O:18][C@H:17]([CH2:19][OH:20])[C@@H:15]([OH:16])[C@H:13]([OH:14])[C@H:11]1[NH2:12].C(=O)(O)[O-].[Na+].Cl. (3) The reactants are: [C:1]([Si:5](Cl)([CH3:7])[CH3:6])([CH3:4])([CH3:3])[CH3:2].N1C=CN=C1.[Cl:14][C:15]1[C:24]2[C:19](=[CH:20][CH:21]=[C:22]([C:25]([O:27][CH3:28])=[O:26])[CH:23]=2)[N:18]=[C:17]([O:29][CH3:30])[C:16]=1[CH2:31][OH:32].O. Given the product [Si:5]([O:32][CH2:31][C:16]1[C:17]([O:29][CH3:30])=[N:18][C:19]2[C:24]([C:15]=1[Cl:14])=[CH:23][C:22]([C:25]([O:27][CH3:28])=[O:26])=[CH:21][CH:20]=2)([C:1]([CH3:4])([CH3:3])[CH3:2])([CH3:7])[CH3:6], predict the reactants needed to synthesize it. (4) Given the product [F:37][C:35]([F:36])([F:38])[C:33]1[CH:32]=[C:5]([CH:4]=[C:3]([C:2]([F:40])([F:39])[F:1])[CH:34]=1)[CH2:6][O:7][CH2:8][C:9]1([CH2:19][CH2:20][NH2:21])[C:18]2[C:13](=[CH:14][CH:15]=[CH:16][CH:17]=2)[CH2:12][CH2:11][O:10]1, predict the reactants needed to synthesize it. The reactants are: [F:1][C:2]([F:40])([F:39])[C:3]1[CH:4]=[C:5]([CH:32]=[C:33]([C:35]([F:38])([F:37])[F:36])[CH:34]=1)[CH2:6][O:7][CH2:8][C:9]1([CH2:19][CH2:20][N:21]2C(=O)C3C(=CC=CC=3)C2=O)[C:18]2[C:13](=[CH:14][CH:15]=[CH:16][CH:17]=2)[CH2:12][CH2:11][O:10]1.NN. (5) Given the product [OH:39][C:35]1([CH2:36][CH2:37]/[CH:38]=[CH:14]/[C:15]2[CH:16]=[CH:17][C:18]([S:21]([CH3:24])(=[O:22])=[O:23])=[CH:19][CH:20]=2)[CH2:34][CH2:33][N:32]([C:30]([OH:31])=[O:29])[CH2:42][CH2:41]1, predict the reactants needed to synthesize it. The reactants are: C([Li])CCC.C(OP([CH2:14][C:15]1[CH:20]=[CH:19][C:18]([S:21]([CH3:24])(=[O:23])=[O:22])=[CH:17][CH:16]=1)(=O)OCC)C.C([O:29][C:30]([N:32]1[CH2:42][CH2:41][C:35]2([O:39][CH:38](O)[CH2:37][CH2:36]2)[CH2:34][CH2:33]1)=[O:31])(C)(C)C.[NH4+].[Cl-]. (6) Given the product [O:1]([C:8]1[CH:9]=[C:10]([CH:11]=[CH:12][CH:13]=1)[O:14][CH2:18][CH2:16][C:15]#[N:17])[C:2]1[CH:3]=[CH:4][CH:5]=[CH:6][CH:7]=1, predict the reactants needed to synthesize it. The reactants are: [O:1]([C:8]1[CH:9]=[C:10]([OH:14])[CH:11]=[CH:12][CH:13]=1)[C:2]1[CH:7]=[CH:6][CH:5]=[CH:4][CH:3]=1.[C:15](#[N:17])[CH3:16].[C:18](O)(C)(C)C.C([O-])([O-])=O.[K+].[K+].